Dataset: Reaction yield outcomes from USPTO patents with 853,638 reactions. Task: Predict the reaction yield, written as a fraction of the theoretical maximum amount of product (1.0 means a 100% yield; for example, 0.34 means a 34% yield). The reactants are Cl[C:2]1[C:11]2[C:6](=[CH:7][CH:8]=[CH:9][CH:10]=2)[N:5]=[CH:4][CH:3]=1.[NH2:12][C@H:13]([C:17]([NH2:19])=[O:18])[CH:14]([CH3:16])[CH3:15].C(NC(C)C)(C)C.COCC(O)C. No catalyst specified. The product is [CH3:15][CH:14]([CH3:16])[CH:13]([NH:12][C:2]1[C:11]2[C:6](=[CH:7][CH:8]=[CH:9][CH:10]=2)[N:5]=[CH:4][CH:3]=1)[C:17]([NH2:19])=[O:18]. The yield is 0.140.